This data is from Tyrosyl-DNA phosphodiesterase HTS with 341,365 compounds. The task is: Binary Classification. Given a drug SMILES string, predict its activity (active/inactive) in a high-throughput screening assay against a specified biological target. (1) The compound is s1c(CNC(=O)c2cc(N3CCCC3=O)ccc2)ccc1. The result is 0 (inactive). (2) The drug is OC1=C(C(N(CCCn2ccnc2)C1=O)c1cc(OCCC)ccc1)C(=O)c1occc1. The result is 0 (inactive). (3) The compound is o1nc(nc1Cc1ccc(cc1)C)c1ccncc1. The result is 0 (inactive). (4) The compound is Clc1ccc(CSc2n(c(nn2)CSc2c3c([nH]c2C)cccc3)C)cc1. The result is 0 (inactive). (5) The drug is O(CC(=O)c1c(OC)cccc1)C(=O)COc1ccc(cc1)C#N. The result is 0 (inactive). (6) The compound is O1c2c(OC1)ccc(N\N=C1\c3n(N=C1N)c(=O)cc(n3)c1ccccc1)c2. The result is 0 (inactive). (7) The compound is O(CCn1nc(c2c(c1=O)cccc2)C(O)=O)c1cc(ccc1)C. The result is 0 (inactive). (8) The compound is o1c2c(ccc(N(CC)CC)c2)cc(c1=O)c1oc(nn1)c1ccccc1. The result is 0 (inactive).